From a dataset of Full USPTO retrosynthesis dataset with 1.9M reactions from patents (1976-2016). Predict the reactants needed to synthesize the given product. (1) Given the product [C:1]1([C:7]#[C:8][C:9]2[CH2:13][C:12]3([CH2:14][CH2:15][C:30]4([O:34][CH2:33][CH2:32][O:31]4)[CH2:17][CH2:18]3)[O:11][N:10]=2)[CH:2]=[CH:3][CH:4]=[CH:5][CH:6]=1, predict the reactants needed to synthesize it. The reactants are: [C:1]1([C:7]#[C:8][C:9]2[CH2:13][C:12]3([CH2:18][CH2:17]N(C(OC(C)(C)C)=O)[CH2:15][CH2:14]3)[O:11][N:10]=2)[CH:6]=[CH:5][CH:4]=[CH:3][CH:2]=1.C=C1CC[C:30]2([O:34][CH2:33][CH2:32][O:31]2)CC1. (2) Given the product [CH2:23]([O:22][C:20](=[O:21])[CH2:19][O:9][C:8]1[CH:10]=[CH:11][C:5]([NH:1][C:2](=[O:3])[CH3:4])=[CH:6][CH:7]=1)[CH3:24], predict the reactants needed to synthesize it. The reactants are: [NH:1]([C:5]1[CH:11]=[CH:10][C:8]([OH:9])=[CH:7][CH:6]=1)[C:2]([CH3:4])=[O:3].C([O-])([O-])=O.[K+].[K+].Br[CH2:19][C:20]([O:22][CH2:23][CH3:24])=[O:21]. (3) Given the product [CH3:18][O:17][CH2:16][CH2:15][NH:14][C:12]([C:9]1[CH:8]=[CH:7][C:6]2[C:11](=[C:2]([C:22]3[CH:23]=[CH:24][N:19]=[CH:20][CH:21]=3)[CH:3]=[N:4][CH:5]=2)[N:10]=1)=[O:13], predict the reactants needed to synthesize it. The reactants are: Br[C:2]1[CH:3]=[N:4][CH:5]=[C:6]2[C:11]=1[N:10]=[C:9]([C:12]([NH:14][CH2:15][CH2:16][O:17][CH3:18])=[O:13])[CH:8]=[CH:7]2.[N:19]1[CH:24]=[CH:23][C:22](B(O)O)=[CH:21][CH:20]=1.C(=O)([O-])[O-].[Cs+].[Cs+]. (4) The reactants are: [CH2:1]([O:8][C:9]1[CH:14]=[C:13]([O:15][C:16]2[CH:21]=[CH:20][C:19](SC)=[CH:18][CH:17]=2)[CH:12]=[CH:11][C:10]=1[N+:24]([O-:26])=[O:25])[C:2]1[CH:7]=[CH:6][CH:5]=[CH:4][CH:3]=1.O[O:28][S:29]([O-:31])=O.[K+].O1CCC[CH2:34]1. Given the product [CH2:1]([O:8][C:9]1[CH:14]=[C:13]([O:15][C:16]2[CH:17]=[CH:18][C:19]([S:29]([CH3:34])(=[O:31])=[O:28])=[CH:20][CH:21]=2)[CH:12]=[CH:11][C:10]=1[N+:24]([O-:26])=[O:25])[C:2]1[CH:3]=[CH:4][CH:5]=[CH:6][CH:7]=1, predict the reactants needed to synthesize it. (5) The reactants are: Cl.[NH2:2][CH:3]1[CH2:9][CH2:8][CH2:7][CH2:6][NH:5][C:4]1=[O:10].C([O-])([O-])=O.[K+].[K+].[F:17][C:18]1[CH:26]=[CH:25][C:21]([C:22](Cl)=[O:23])=[CH:20][CH:19]=1. Given the product [F:17][C:18]1[CH:26]=[CH:25][C:21]([C:22]([NH:2][CH:3]2[CH2:9][CH2:8][CH2:7][CH2:6][NH:5][C:4]2=[O:10])=[O:23])=[CH:20][CH:19]=1, predict the reactants needed to synthesize it.